From a dataset of Reaction yield outcomes from USPTO patents with 853,638 reactions. Predict the reaction yield, written as a fraction of the theoretical maximum amount of product (1.0 means a 100% yield; for example, 0.34 means a 34% yield). (1) The reactants are [CH:1]1([O:6][C:7]2[CH:15]=[CH:14][C:10]([C:11](O)=[O:12])=[CH:9][N:8]=2)[CH2:5][CH2:4][CH2:3][CH2:2]1.C(Cl)(=O)C([Cl:19])=O. The catalyst is ClCCCl. The product is [CH:1]1([O:6][C:7]2[CH:15]=[CH:14][C:10]([C:11]([Cl:19])=[O:12])=[CH:9][N:8]=2)[CH2:5][CH2:4][CH2:3][CH2:2]1. The yield is 1.00. (2) The yield is 0.970. The product is [Br:11][C:12]1[CH:17]=[CH:16][C:15]([O:10][CH:7]2[CH2:8][CH2:9][N:4]([CH3:3])[CH2:5][CH2:6]2)=[C:14]([N+:19]([O-:21])=[O:20])[CH:13]=1. The catalyst is CN(C=O)C. The reactants are [H-].[Na+].[CH3:3][N:4]1[CH2:9][CH2:8][CH:7]([OH:10])[CH2:6][CH2:5]1.[Br:11][C:12]1[CH:17]=[CH:16][C:15](F)=[C:14]([N+:19]([O-:21])=[O:20])[CH:13]=1.